This data is from Catalyst prediction with 721,799 reactions and 888 catalyst types from USPTO. The task is: Predict which catalyst facilitates the given reaction. (1) Reactant: [CH3:1][N:2]=[C:3]=[S:4].[I:5][C:6]1[CH:7]=[C:8]([C:12]2[N:16]=[C:15]([CH:17]3[CH2:22][O:21][CH2:20][CH2:19][NH:18]3)[O:14][N:13]=2)[CH:9]=[CH:10][CH:11]=1. Product: [I:5][C:6]1[CH:7]=[C:8]([C:12]2[N:16]=[C:15]([CH:17]3[CH2:22][O:21][CH2:20][CH2:19][N:18]3[C:3](=[S:4])[NH:2][CH3:1])[O:14][N:13]=2)[CH:9]=[CH:10][CH:11]=1. The catalyst class is: 22. (2) Reactant: [Br:1][C:2]1[C:3]([CH3:9])=[N:4][C:5](Cl)=[N:6][CH:7]=1.[NH:10]1[CH2:15][CH2:14][CH:13]([OH:16])[CH2:12][CH2:11]1.CCN(CC)CC. Product: [Br:1][C:2]1[C:3]([CH3:9])=[N:4][C:5]([N:10]2[CH2:15][CH2:14][CH:13]([OH:16])[CH2:12][CH2:11]2)=[N:6][CH:7]=1. The catalyst class is: 14.